From a dataset of Reaction yield outcomes from USPTO patents with 853,638 reactions. Predict the reaction yield, written as a fraction of the theoretical maximum amount of product (1.0 means a 100% yield; for example, 0.34 means a 34% yield). (1) The reactants are [F:1][C:2]1[CH:3]=[C:4]2[C:9](=[CH:10][C:11]=1[F:12])[N:8]=[C:7]([O:13][CH3:14])[C:6]([NH:15][C:16](=[O:20])OCC)=[N:5]2.[CH3:21][C:22]1[CH:23]=[C:24]([N:28]2[CH2:33][CH2:32][NH:31][CH2:30][CH2:29]2)[CH:25]=[CH:26][CH:27]=1. No catalyst specified. The product is [F:1][C:2]1[CH:3]=[C:4]2[C:9](=[CH:10][C:11]=1[F:12])[N:8]=[C:7]([O:13][CH3:14])[C:6]([NH:15][C:16]([N:31]1[CH2:32][CH2:33][N:28]([C:24]3[CH:25]=[CH:26][CH:27]=[C:22]([CH3:21])[CH:23]=3)[CH2:29][CH2:30]1)=[O:20])=[N:5]2. The yield is 0.660. (2) The reactants are [Cl-].O[NH3+:3].[C:4](=[O:7])([O-])[OH:5].[Na+].CS(C)=O.[OH:13][C:14]1([C:48]([F:51])([F:50])[F:49])[CH2:19][CH2:18][CH:17]([N:20]2[C:25](=[O:26])[C:24]([CH2:27][C:28]3[CH:33]=[CH:32][C:31]([C:34]4[C:35]([C:40]#[N:41])=[CH:36][CH:37]=[CH:38][CH:39]=4)=[CH:30][CH:29]=3)=[C:23]([CH2:42][CH2:43][CH3:44])[N:22]3[N:45]=[CH:46][N:47]=[C:21]23)[CH2:16][CH2:15]1. The catalyst is C(OCC)(=O)C. The product is [OH:13][C:14]1([C:48]([F:50])([F:51])[F:49])[CH2:19][CH2:18][CH:17]([N:20]2[C:25](=[O:26])[C:24]([CH2:27][C:28]3[CH:29]=[CH:30][C:31]([C:34]4[CH:39]=[CH:38][CH:37]=[CH:36][C:35]=4[C:40]4[NH:3][C:4](=[O:7])[O:5][N:41]=4)=[CH:32][CH:33]=3)=[C:23]([CH2:42][CH2:43][CH3:44])[N:22]3[N:45]=[CH:46][N:47]=[C:21]23)[CH2:16][CH2:15]1. The yield is 0.510. (3) The reactants are [CH3:1][N:2]1[CH2:7][CH2:6][N:5]([C:8]2[C:9]([N+:15]([O-:17])=[O:16])=[C:10]([CH:12]=[CH:13][CH:14]=2)[NH2:11])[CH2:4][CH2:3]1.[Cl:18]N1C(=O)CCC1=O. The catalyst is C(O)(C)C. The product is [Cl:18][C:12]1[C:10]([NH2:11])=[C:9]([N+:15]([O-:17])=[O:16])[C:8]([N:5]2[CH2:4][CH2:3][N:2]([CH3:1])[CH2:7][CH2:6]2)=[CH:14][CH:13]=1. The yield is 0.260. (4) The reactants are [CH3:1][N:2]([CH2:10][CH2:11][CH:12]=O)[C:3](=[O:9])[O:4][C:5]([CH3:8])([CH3:7])[CH3:6].Cl.Cl.[CH3:16][N:17]([CH3:29])[C:18]1([C:24]2[S:25][CH:26]=[CH:27][CH:28]=2)[CH2:23][CH2:22][NH:21][CH2:20][CH2:19]1.C(B)#N.[Na].CO.C(Cl)(Cl)Cl. The catalyst is CO.C(O)(=O)C. The product is [CH3:16][N:17]([CH3:29])[C:18]1([C:24]2[S:25][CH:26]=[CH:27][CH:28]=2)[CH2:23][CH2:22][N:21]([CH2:12][CH2:11][CH2:10][N:2]([CH3:1])[C:3](=[O:9])[O:4][C:5]([CH3:8])([CH3:7])[CH3:6])[CH2:20][CH2:19]1. The yield is 0.840. (5) The catalyst is C(Cl)Cl. The product is [C:20]([O:19][C:17](=[O:18])[CH:13]([NH:12][S:8]([C:5]1[CH:6]=[CH:7][C:2]([Br:1])=[CH:3][CH:4]=1)(=[O:10])=[O:9])[CH:14]([CH3:15])[CH3:16])([CH3:22])([CH3:21])[CH3:23]. The yield is 1.00. The reactants are [Br:1][C:2]1[CH:7]=[CH:6][C:5]([S:8](Cl)(=[O:10])=[O:9])=[CH:4][CH:3]=1.[NH2:12][C@@H:13]([C:17]([O:19][C:20]([CH3:23])([CH3:22])[CH3:21])=[O:18])[CH:14]([CH3:16])[CH3:15].CCN(C(C)C)C(C)C.